From a dataset of NCI-60 drug combinations with 297,098 pairs across 59 cell lines. Regression. Given two drug SMILES strings and cell line genomic features, predict the synergy score measuring deviation from expected non-interaction effect. (1) Drug 1: CNC(=O)C1=CC=CC=C1SC2=CC3=C(C=C2)C(=NN3)C=CC4=CC=CC=N4. Drug 2: C1CN1P(=S)(N2CC2)N3CC3. Cell line: NCI/ADR-RES. Synergy scores: CSS=5.99, Synergy_ZIP=-4.31, Synergy_Bliss=-4.95, Synergy_Loewe=-6.68, Synergy_HSA=-5.22. (2) Drug 2: C1CCC(C(C1)N)N.C(=O)(C(=O)[O-])[O-].[Pt+4]. Cell line: SR. Drug 1: COC1=C(C=C2C(=C1)N=CN=C2NC3=CC(=C(C=C3)F)Cl)OCCCN4CCOCC4. Synergy scores: CSS=61.4, Synergy_ZIP=-2.53, Synergy_Bliss=-1.73, Synergy_Loewe=-6.34, Synergy_HSA=0.377.